Task: Regression. Given a target protein amino acid sequence and a drug SMILES string, predict the binding affinity score between them. We predict pIC50 (pIC50 = -log10(IC50 in M); higher means more potent). Dataset: bindingdb_ic50.. Dataset: Drug-target binding data from BindingDB using IC50 measurements (1) The compound is O=c1[nH]nc(C=Cc2ccc(Cl)cc2)cc1O. The pIC50 is 6.3. The target protein sequence is MRVAVIGAGVIGLSTALCIHERYHPAQPLHMKIYADRFTPFTTSDVAAGLWQPYLSDPSNPQEAEWNQQTFDHLQSCLHSPNAEKMGLALISGYNLFRDEVPDPFWKSTVLGFRKLTPSELDMFPDYSYGWFNTSLLLEGKSYLSWLTERLTERGVKFIHRKVASFEEVVRGGVDVIINCTGVWAGALQADASLQPGRGQIIQVEAPWIKHFILTHDPSLGIYNSPYIIPGSKTVTLGGVFQLGNWSELNSVHDHNTIWKSCCQLEPTLKNARIMGELTGFRPVRPQVRLERERLRFGSSSAEVIHNYGHGGYGLTIHWGCAMEAANLFGKILEEKNLSRMPPSHL. (2) The compound is Cc1noc(C[S+]([O-])C(c2ccccc2)c2ccccc2)n1. The target protein (Q01959) has sequence MSKSKCSVGLMSSVVAPAKEPNAVGPKEVELILVKEQNGVQLTSSTLTNPRQSPVEAQDRETWGKKIDFLLSVIGFAVDLANVWRFPYLCYKNGGGAFLVPYLLFMVIAGMPLFYMELALGQFNREGAAGVWKICPILKGVGFTVILISLYVGFFYNVIIAWALHYLFSSFTTELPWIHCNNSWNSPNCSDAHPGDSSGDSSGLNDTFGTTPAAEYFERGVLHLHQSHGIDDLGPPRWQLTACLVLVIVLLYFSLWKGVKTSGKVVWITATMPYVVLTALLLRGVTLPGAIDGIRAYLSVDFYRLCEASVWIDAATQVCFSLGVGFGVLIAFSSYNKFTNNCYRDAIVTTSINSLTSFSSGFVVFSFLGYMAQKHSVPIGDVAKDGPGLIFIIYPEAIATLPLSSAWAVVFFIMLLTLGIDSAMGGMESVITGLIDEFQLLHRHRELFTLFIVLATFLLSLFCVTNGGIYVFTLLDHFAAGTSILFGVLIEAIGVAWFYG.... The pIC50 is 4.2. (3) The small molecule is O=C(O)C[C@H]1CC[C@H](c2ccc(-c3ccc4c(c3)OCCN4c3nc4ccccc4o3)cc2)CC1. The target protein (Q9Z2A7) has sequence MGDRGGAGSSRRRRTGSRVSVQGGSGPKVEEDEVRDAAVSPDLGAGGDAPAPAPAPAHTRDKDGRTSVGDGYWDLRCHRLQDSLFSSDSGFSNYRGILNWCVVMLILSNARLFLENLIKYGILVDPIQVVSLFLKDPYSWPAPCVIIASNIFVVAAFQIEKRLAVGALTEQMGLLLHVVNLATIICFPAAVALLVESITPVGSVFALASYSIMFLKLYSYRDVNLWCRQRRVKAKAVSTGKKVSGAAAQQAVSYPDNLTYRDLYYFIFAPTLCYELNFPRSPRIRKRFLLRRVLEMLFFTQLQVGLIQQWMVPTIQNSMKPFKDMDYSRIIERLLKLAVPNHLIWLIFFYWFFHSCLNAVAELLQFGDREFYRDWWNAESVTYFWQNWNIPVHKWCIRHFYKPMLRHGSSKWVARTGVFLTSAFFHEYLVSVPLRMFRLWAFTAMMAQVPLAWIVGRFFQGNYGNAAVWVTLIIGQPVAVLMYVHDYYVLNYDAPVGV. The pIC50 is 5.0. (4) The small molecule is c1ccc(-c2nc3ccc(N4CCOCC4)cc3[nH]2)nc1. The target protein (Q13951) has sequence MPRVVPDQRSKFENEEFFRKLSRECEIKYTGFRDRPHEERQARFQNACRDGRSEIAFVATGTNLSLQFFPASWQGEQRQTPSREYVDLEREAGKVYLKAPMILNGVCVIWKGWIDLQRLDGMGCLEFDEERAQQEDALAQQAFEEARRRTREFEDRDRSHREEMEVRVSQLLAVTGKKTTRP. The pIC50 is 6.0. (5) The compound is CC(C)N(CCOc1ccc(-c2nc3ccc(Cl)cc3[nH]2)cc1)C(C)C. The target protein (P81908) has sequence EEDIIITTKNGKVRGMNLPVLGGTVTAFLGIPYAQPPLGRLRFKKPQSLTKWSNIWNATKYANSCYQNTDQSFPGFLGSEMWNPNTELSEDCLYLNVWIPAPKPKNATVMIWIYGGGFQTGTSSLPVYDGKFLARVERVIVVSMNYRVGALGFLALSENPEAPGNMGLFDQQLALQWVQKNIAAFGGNPRSVTLFGESAGAASVSLHLLSPRSQPLFTRAILQSGSSNAPWAVTSLYEARNRTLTLAKRMGCSRDNETEMIKCLRDKDPQEILLNEVFVVPYDTLLSVNFGPTVDGDFLTDMPDTLLQLGQFKRTQILVGVNKDEGTAFLVYGAPGFSKDNNSIITRKEFQEGLKIFFPRVSEFGRESILFHYMDWLDDQRAENYREALDDVVGDYNIICPALEFTRKFSELGNDAFFYYFEHRSTKLPWPEWMGVMHGYEIEFVFGLPLERRVNYTRAEEILSRSIMKRWANFAKYGNPNGTQNNSTRWPVFKSTEQKY.... The pIC50 is 5.1. (6) The small molecule is Nc1ccc(-c2ccc(/C=C/C(=O)O)cc2Cl)cc1C12CC3CC(CC(C3)C1)C2. The target protein sequence is TLGTVLQLKQPLNTTRINAAEIESRVRELSKLAETTDKVKQGFWEEFETLQQQECKLLYSRKEGQRQENKNKNRYKNILPFDHTRVVLHDGDPNEPVSDYINANIIMPEFETKCNNSKPKKSYIATQGCLQNTVNDFWRMVFQENSRVIVMTTKEVERGKSKCVKYWPDEYALKEYGVMRVRNVKESAAHDYTLRELKLSKVGQALLQGNTERTVWQYHFRTWPDHGVPSDPGGVLDFLEEVHHKQESIMDAGPVVVHCSAGIGRTGTFIVIDILIDIIREKGVDCDIDVPKTIQMVRSQRSGMVQTEAQYRFIYMAVQHYIETLQRRIEEEQKSKRKGHEYTNIKYSLADQTSGDQSPLPPCTPTPPCAEMREDSARVYENVGLMQQQ. The pIC50 is 5.7.